Dataset: Forward reaction prediction with 1.9M reactions from USPTO patents (1976-2016). Task: Predict the product of the given reaction. (1) Given the reactants [CH3:1][N:2]([CH3:12])[C:3]1[CH:11]=[CH:10][C:6]([C:7](Cl)=[O:8])=[CH:5][CH:4]=1.[NH2:13][CH2:14][CH:15]([OH:18])[CH2:16][OH:17], predict the reaction product. The product is: [OH:18][CH:15]([CH2:16][OH:17])[CH2:14][NH:13][C:7](=[O:8])[C:6]1[CH:10]=[CH:11][C:3]([N:2]([CH3:12])[CH3:1])=[CH:4][CH:5]=1. (2) Given the reactants [CH:1]([N:4]1[CH2:9][CH2:8][N:7]([C:10]([C:12]2[CH:20]=[C:19]3[C:15]([C:16]([CH:21]4[CH2:26][CH2:25][CH2:24][NH:23][CH2:22]4)=[CH:17][NH:18]3)=[CH:14][CH:13]=2)=[O:11])[CH2:6][CH2:5]1)([CH3:3])[CH3:2].[F:27][C:28]1[CH:29]=[C:30]([CH:34]=[C:35]([F:37])[CH:36]=1)[C:31](O)=[O:32].CN(C(ON1N=NC2C=CC=CC1=2)=[N+](C)C)C.[B-](F)(F)(F)F.CCN(C(C)C)C(C)C, predict the reaction product. The product is: [F:27][C:28]1[CH:29]=[C:30]([CH:34]=[C:35]([F:37])[CH:36]=1)[C:31]([N:23]1[CH2:24][CH2:25][CH2:26][CH:21]([C:16]2[C:15]3[C:19](=[CH:20][C:12]([C:10]([N:7]4[CH2:6][CH2:5][N:4]([CH:1]([CH3:3])[CH3:2])[CH2:9][CH2:8]4)=[O:11])=[CH:13][CH:14]=3)[NH:18][CH:17]=2)[CH2:22]1)=[O:32].